Task: Predict the reactants needed to synthesize the given product.. Dataset: Full USPTO retrosynthesis dataset with 1.9M reactions from patents (1976-2016) (1) The reactants are: [CH3:1][O:2][C:3](=[O:33])[C:4]([C:6]1[C:14]2[C:9](=[CH:10][CH:11]=[CH:12][CH:13]=2)[NH:8][C:7]=1[C:15]1[CH:20]=[CH:19][C:18]([CH2:21][CH3:22])=[C:17]([S:23](=[O:32])(=[O:31])[NH:24][CH:25]2[CH2:30][CH2:29][CH2:28][CH2:27][CH2:26]2)[CH:16]=1)=O.C([SiH](CC)CC)C. Given the product [CH3:1][O:2][C:3](=[O:33])[CH2:4][C:6]1[C:14]2[C:9](=[CH:10][CH:11]=[CH:12][CH:13]=2)[NH:8][C:7]=1[C:15]1[CH:20]=[CH:19][C:18]([CH2:21][CH3:22])=[C:17]([S:23](=[O:31])(=[O:32])[NH:24][CH:25]2[CH2:30][CH2:29][CH2:28][CH2:27][CH2:26]2)[CH:16]=1, predict the reactants needed to synthesize it. (2) Given the product [C:1]([C:5]1[N:6]=[C:7]([N:23]2[CH2:27][CH2:26][C:25]([F:28])([F:29])[CH2:24]2)[C:8]2[C:9](=[N:11][N:12]([C@H:14]([C:16]3[CH:21]=[CH:20][CH:19]=[CH:18][C:17]=3[Cl:22])[CH3:15])[N:13]=2)[N:10]=1)([CH3:2])([CH3:3])[CH3:4], predict the reactants needed to synthesize it. The reactants are: [C:1]([C:5]1[N:6]=[C:7]([N:23]2[CH2:27][CH2:26][C:25]([F:29])([F:28])[CH2:24]2)[C:8]2[C:9](=[N:11][N:12]([C@@H:14]([C:16]3[CH:21]=[CH:20][CH:19]=[CH:18][C:17]=3[Cl:22])[CH3:15])[N:13]=2)[N:10]=1)([CH3:4])([CH3:3])[CH3:2].C(C1N=C(N2CCC(F)(F)C2)C2N=NNC=2N=1)(C)(C)C.ClC1C=CC=CC=1[C@H](O)C. (3) Given the product [CH2:1]([O:3][C:4]([C:6]1[CH2:7][C@@H:8]([NH:30][CH2:27][CH:28]=[CH2:29])[C@H:10]([OH:9])[C@H:11]([O:13][CH:14]([CH2:17][CH3:18])[CH2:15][CH3:16])[CH:12]=1)=[O:5])[CH3:2], predict the reactants needed to synthesize it. The reactants are: [CH2:1]([O:3][C:4]([C:6]1[CH2:7][C@H:8]2[C@@H:10]([C@H:11]([O:13][CH:14]([CH2:17][CH3:18])[CH2:15][CH3:16])[CH:12]=1)[O:9]2)=[O:5])[CH3:2].CCOCC.[Mg+2].[Br-].[Br-].[CH2:27]([NH2:30])[CH:28]=[CH2:29].S([O-])([O-])(=O)=O.[NH4+].[NH4+]. (4) Given the product [CH3:1][N:2]([CH2:13][C:14]1[N:18]([CH2:19][C:20]([N:22]2[CH2:23][CH2:69][N:64]([C:70]([O:72][C:73]([CH3:74])([CH3:76])[CH3:75])=[O:71])[CH2:65][CH2:66]2)=[O:21])[C:17]2[CH:34]=[CH:35][CH:36]=[CH:37][C:16]=2[N:15]=1)[CH:3]1[C:12]2[N:11]=[CH:10][CH:9]=[CH:8][C:7]=2[CH2:6][CH2:5][CH2:4]1, predict the reactants needed to synthesize it. The reactants are: [CH3:1][N:2]([CH2:13][C:14]1[N:18]([CH2:19][C:20]([NH:22][CH2:23]CCNC(=O)OC(C)(C)C)=[O:21])[C:17]2[CH:34]=[CH:35][CH:36]=[CH:37][C:16]=2[N:15]=1)[CH:3]1[C:12]2[N:11]=[CH:10][CH:9]=[CH:8][C:7]=2[CH2:6][CH2:5][CH2:4]1.CN(CC1N(CC(O)=O)C2C=CC=CC=2N=1)C1C2N=CC=CC=2CCC1.[N:64]1([C:70]([O:72][C:73]([CH3:76])([CH3:75])[CH3:74])=[O:71])[CH2:69]CN[CH2:66][CH2:65]1. (5) Given the product [S:1]([N:11]1[CH:15]=[CH:14][C:13]([C:16]([O:18][C:19]([CH3:25])([CH3:24])[CH3:20])=[O:17])=[CH:12]1)([C:4]1[CH:5]=[CH:6][C:7]([CH3:8])=[CH:9][CH:10]=1)(=[O:2])=[O:3], predict the reactants needed to synthesize it. The reactants are: [S:1]([N:11]1[CH:15]=[CH:14][C:13]([C:16]([OH:18])=[O:17])=[CH:12]1)([C:4]1[CH:10]=[CH:9][C:7]([CH3:8])=[CH:6][CH:5]=1)(=[O:3])=[O:2].[C:19]1([CH3:25])[CH:24]=CC=C[CH:20]=1.C(OC(OC(C)(C)C)N(C)C)(C)(C)C. (6) Given the product [NH2:1][C:4]1[CH:5]=[CH:6][C:7]2[C:13](=[O:14])[N:12]3[CH2:15][C@H:16]([C:19]([O:21][CH3:22])=[O:20])[CH2:17][CH2:18][C@H:11]3[CH2:10][CH2:9][C:8]=2[N:23]=1, predict the reactants needed to synthesize it. The reactants are: [N:1]([C:4]1[CH:5]=[CH:6][C:7]2[C:13](=[O:14])[N:12]3[CH2:15][C@H:16]([C:19]([O:21][CH3:22])=[O:20])[CH2:17][CH2:18][C@H:11]3[CH2:10][CH2:9][C:8]=2[N:23]=1)=[N+]=[N-]. (7) Given the product [Br:1][C:2]1[CH:3]=[C:4]([C:11]2[CH:12]=[C:13]3[C:18](=[CH:19][CH:20]=2)[CH:17]=[C:16]([CH2:21][OH:22])[CH:15]=[CH:14]3)[CH:5]=[C:6]2[O:10][CH2:9][O:8][C:7]=12, predict the reactants needed to synthesize it. The reactants are: [Br:1][C:2]1[CH:3]=[C:4]([C:11]2[CH:12]=[C:13]3[C:18](=[CH:19][CH:20]=2)[CH:17]=[C:16]([C:21](OCC)=[O:22])[CH:15]=[CH:14]3)[CH:5]=[C:6]2[O:10][CH2:9][O:8][C:7]=12.CC(C[AlH]CC(C)C)C. (8) The reactants are: Br[C:2]1[CH:7]=[N:6][CH:5]=[CH:4][N:3]=1.C[Sn](C)C.C[Sn](C)C.[NH2:16][C:17]1[N:21]([CH3:22])[C:20](=[O:23])[C:19]([C:36]2[CH:41]=[CH:40][C:39]([F:42])=[C:38](Br)[CH:37]=2)([C:24]2[CH:29]=[CH:28][C:27]([S:30]([F:35])([F:34])([F:33])([F:32])[F:31])=[CH:26][CH:25]=2)[N:18]=1.[F-].[Cs+]. Given the product [NH2:16][C:17]1[N:21]([CH3:22])[C:20](=[O:23])[C:19]([C:36]2[CH:41]=[CH:40][C:39]([F:42])=[C:38]([C:2]3[CH:7]=[N:6][CH:5]=[CH:4][N:3]=3)[CH:37]=2)([C:24]2[CH:29]=[CH:28][C:27]([S:30]([F:33])([F:31])([F:32])([F:34])[F:35])=[CH:26][CH:25]=2)[N:18]=1, predict the reactants needed to synthesize it.